Predict the product of the given reaction. From a dataset of Forward reaction prediction with 1.9M reactions from USPTO patents (1976-2016). Given the reactants CN(C)S([N:6]1[CH:10]=[CH:9][N:8]=[C:7]1[Si](C(C)(C)C)(C)C)(=O)=O.[CH3:19][C:20]1[CH:29]=[CH:28][CH:27]=[C:26]2[C:21]=1[C:22](=O)[CH2:23][CH2:24][O:25]2, predict the reaction product. The product is: [CH3:19][C:20]1[CH:29]=[CH:28][CH:27]=[C:26]2[C:21]=1[C:22]([C:10]1[NH:6][CH:7]=[N:8][CH:9]=1)=[CH:23][CH2:24][O:25]2.